From a dataset of Full USPTO retrosynthesis dataset with 1.9M reactions from patents (1976-2016). Predict the reactants needed to synthesize the given product. (1) Given the product [CH:1]([C:4]1[C:13]2[CH:14]=[CH:15][C:16]([C:18]([NH2:24])=[O:19])=[CH:17][C:12]=2[C:11]2[C:10](=[O:21])[NH:9][CH:8]=[CH:7][C:6]=2[N:5]=1)([CH3:3])[CH3:2], predict the reactants needed to synthesize it. The reactants are: [CH:1]([C:4]1[C:13]2[CH:14]=[CH:15][C:16]([C:18](O)=[O:19])=[CH:17][C:12]=2[C:11]2[C:10](=[O:21])[NH:9][CH:8]=[CH:7][C:6]=2[N:5]=1)([CH3:3])[CH3:2].C(N1C=CN=C1)([N:24]1C=CN=C1)=O.[OH-].[NH4+]. (2) Given the product [Br:1][C:2]1[N:7]=[C:6]2[N:8]([CH2:9][C:10]3[CH:11]=[C:12]4[C:17](=[CH:18][CH:19]=3)[N:16]=[CH:15][CH:14]=[CH:13]4)[N:21]=[N:20][C:5]2=[N:4][CH:3]=1, predict the reactants needed to synthesize it. The reactants are: [Br:1][C:2]1[N:7]=[C:6]([NH:8][CH2:9][C:10]2[CH:11]=[C:12]3[C:17](=[CH:18][CH:19]=2)[N:16]=[CH:15][CH:14]=[CH:13]3)[C:5]([NH2:20])=[N:4][CH:3]=1.[N:21]([O-])=O.[Na+].S(=O)(=O)(O)O.[OH-].[Na+]. (3) Given the product [CH2:37]([N:3]([CH2:1][CH3:2])[CH2:4]/[CH:5]=[CH:6]\[C:7]1[CH:12]=[C:11]([F:13])[CH:10]=[CH:9][C:8]=1[S:14]([NH:17][C:18]1[CH:27]=[CH:26][C:25]2[N:24]3[CH2:28][CH2:29][C@@H:23]3[CH2:22][O:21][C:20]=2[C:19]=1[C:30]([OH:32])=[O:31])(=[O:15])=[O:16])[CH3:38], predict the reactants needed to synthesize it. The reactants are: [CH2:1]([N:3]([CH2:37][CH3:38])[CH2:4]/[CH:5]=[CH:6]\[C:7]1[CH:12]=[C:11]([F:13])[CH:10]=[CH:9][C:8]=1[S:14]([NH:17][C:18]1[CH:27]=[CH:26][C:25]2[N:24]3[CH2:28][CH2:29][C@@H:23]3[CH2:22][O:21][C:20]=2[C:19]=1[C:30]([O:32]C(C)(C)C)=[O:31])(=[O:16])=[O:15])[CH3:2]. (4) The reactants are: [CH:1]1([N:9]2[CH:14]3[CH2:15][C:16](=[O:18])[CH2:17][CH:10]2[CH2:11][O:12][CH2:13]3)[CH2:8][CH2:7][CH2:6][CH2:5][CH2:4][CH:3]=[CH:2]1. Given the product [CH:1]1([N:9]2[CH:14]3[CH2:15][C:16](=[O:18])[CH2:17][CH:10]2[CH2:11][O:12][CH2:13]3)[CH2:8][CH2:7][CH2:6][CH2:5][CH2:4][CH2:3][CH2:2]1, predict the reactants needed to synthesize it.